Dataset: NCI-60 drug combinations with 297,098 pairs across 59 cell lines. Task: Regression. Given two drug SMILES strings and cell line genomic features, predict the synergy score measuring deviation from expected non-interaction effect. (1) Drug 1: C1CN1P(=S)(N2CC2)N3CC3. Drug 2: CN(CCCl)CCCl.Cl. Cell line: NCI-H522. Synergy scores: CSS=26.7, Synergy_ZIP=-9.77, Synergy_Bliss=-8.83, Synergy_Loewe=-1.16, Synergy_HSA=-0.671. (2) Drug 1: CC1C(C(CC(O1)OC2CC(CC3=C2C(=C4C(=C3O)C(=O)C5=C(C4=O)C(=CC=C5)OC)O)(C(=O)C)O)N)O.Cl. Drug 2: C1=CC(=CC=C1CCCC(=O)O)N(CCCl)CCCl. Cell line: UO-31. Synergy scores: CSS=18.4, Synergy_ZIP=-6.06, Synergy_Bliss=-0.756, Synergy_Loewe=1.39, Synergy_HSA=2.08. (3) Drug 1: C1=CC(=C2C(=C1NCCNCCO)C(=O)C3=C(C=CC(=C3C2=O)O)O)NCCNCCO. Drug 2: CC1C(C(CC(O1)OC2CC(CC3=C2C(=C4C(=C3O)C(=O)C5=CC=CC=C5C4=O)O)(C(=O)C)O)N)O. Cell line: KM12. Synergy scores: CSS=30.0, Synergy_ZIP=-4.57, Synergy_Bliss=-4.45, Synergy_Loewe=-7.02, Synergy_HSA=-2.10. (4) Drug 1: CC1=CC2C(CCC3(C2CCC3(C(=O)C)OC(=O)C)C)C4(C1=CC(=O)CC4)C. Drug 2: CCC1(CC2CC(C3=C(CCN(C2)C1)C4=CC=CC=C4N3)(C5=C(C=C6C(=C5)C78CCN9C7C(C=CC9)(C(C(C8N6C)(C(=O)OC)O)OC(=O)C)CC)OC)C(=O)OC)O.OS(=O)(=O)O. Cell line: CAKI-1. Synergy scores: CSS=37.9, Synergy_ZIP=0.110, Synergy_Bliss=-2.84, Synergy_Loewe=-79.5, Synergy_HSA=-5.78. (5) Drug 1: C1=NC2=C(N1)C(=S)N=C(N2)N. Drug 2: CCC1(CC2CC(C3=C(CCN(C2)C1)C4=CC=CC=C4N3)(C5=C(C=C6C(=C5)C78CCN9C7C(C=CC9)(C(C(C8N6C=O)(C(=O)OC)O)OC(=O)C)CC)OC)C(=O)OC)O.OS(=O)(=O)O. Cell line: NCI-H322M. Synergy scores: CSS=16.6, Synergy_ZIP=-5.78, Synergy_Bliss=-0.430, Synergy_Loewe=-2.34, Synergy_HSA=-1.60. (6) Drug 1: CNC(=O)C1=CC=CC=C1SC2=CC3=C(C=C2)C(=NN3)C=CC4=CC=CC=N4. Drug 2: CN1C2=C(C=C(C=C2)N(CCCl)CCCl)N=C1CCCC(=O)O.Cl. Cell line: SF-268. Synergy scores: CSS=18.8, Synergy_ZIP=0.208, Synergy_Bliss=4.50, Synergy_Loewe=-4.09, Synergy_HSA=0.321. (7) Drug 1: C1CC(C1)(C(=O)O)C(=O)O.[NH2-].[NH2-].[Pt+2]. Drug 2: CC1=C(C(=O)C2=C(C1=O)N3CC4C(C3(C2COC(=O)N)OC)N4)N. Cell line: NCI-H322M. Synergy scores: CSS=-5.90, Synergy_ZIP=4.50, Synergy_Bliss=3.14, Synergy_Loewe=-85.6, Synergy_HSA=-6.40.